From a dataset of NCI-60 drug combinations with 297,098 pairs across 59 cell lines. Regression. Given two drug SMILES strings and cell line genomic features, predict the synergy score measuring deviation from expected non-interaction effect. (1) Drug 1: COC1=NC(=NC2=C1N=CN2C3C(C(C(O3)CO)O)O)N. Drug 2: CCC1(C2=C(COC1=O)C(=O)N3CC4=CC5=C(C=CC(=C5CN(C)C)O)N=C4C3=C2)O.Cl. Cell line: HOP-92. Synergy scores: CSS=11.0, Synergy_ZIP=-2.48, Synergy_Bliss=6.69, Synergy_Loewe=-17.5, Synergy_HSA=0.164. (2) Drug 1: CC=C1C(=O)NC(C(=O)OC2CC(=O)NC(C(=O)NC(CSSCCC=C2)C(=O)N1)C(C)C)C(C)C. Drug 2: COCCOC1=C(C=C2C(=C1)C(=NC=N2)NC3=CC=CC(=C3)C#C)OCCOC.Cl. Cell line: SR. Synergy scores: CSS=57.3, Synergy_ZIP=-2.01, Synergy_Bliss=-3.26, Synergy_Loewe=-56.4, Synergy_HSA=-3.65.